This data is from Reaction yield outcomes from USPTO patents with 853,638 reactions. The task is: Predict the reaction yield, written as a fraction of the theoretical maximum amount of product (1.0 means a 100% yield; for example, 0.34 means a 34% yield). (1) The reactants are [F:1][C:2]1[CH:7]=[C:6]([O:8][CH2:9][C:10]2[CH:11]=[N:12][C:13]([O:16][CH3:17])=[CH:14][CH:15]=2)[C:5]([O:18][CH3:19])=[CH:4][C:3]=1[CH2:20][NH2:21].F[C:23]1[CH:28]=[CH:27][C:26]([I:29])=[CH:25][C:24]=1[N+:30]([O-:32])=[O:31].C(N(CC)C(C)C)(C)C. The catalyst is C(#N)C.O. The product is [F:1][C:2]1[CH:7]=[C:6]([O:8][CH2:9][C:10]2[CH:11]=[N:12][C:13]([O:16][CH3:17])=[CH:14][CH:15]=2)[C:5]([O:18][CH3:19])=[CH:4][C:3]=1[CH2:20][NH:21][C:23]1[CH:28]=[CH:27][C:26]([I:29])=[CH:25][C:24]=1[N+:30]([O-:32])=[O:31]. The yield is 0.230. (2) The reactants are [CH3:1][O:2][C:3](=[O:14])[C:4]1[C:9]([N+:10]([O-:12])=[O:11])=[CH:8][CH:7]=[CH:6][C:5]=1Br.[CH2:15]([Sn](CCCC)(CCCC)CCCC)[CH:16]=[CH2:17].[F-].[Cs+].O. The catalyst is C1(C)C=CC=CC=1.[Pd].C1(P(C2C=CC=CC=2)C2C=CC=CC=2)C=CC=CC=1.C1(P(C2C=CC=CC=2)C2C=CC=CC=2)C=CC=CC=1.C1(P(C2C=CC=CC=2)C2C=CC=CC=2)C=CC=CC=1.C1(P(C2C=CC=CC=2)C2C=CC=CC=2)C=CC=CC=1. The product is [CH3:1][O:2][C:3](=[O:14])[C:4]1[C:9]([N+:10]([O-:12])=[O:11])=[CH:8][CH:7]=[CH:6][C:5]=1[CH2:17][CH:16]=[CH2:15]. The yield is 1.00. (3) The reactants are [CH3:1][O:2][C:3]1[CH:22]=[CH:21][C:6]([CH2:7][O:8][C@H:9]([C@H:11]([CH2:16][CH2:17][CH:18]([CH3:20])[CH3:19])[C@@H:12]([OH:15])[CH:13]=[CH2:14])[CH3:10])=[CH:5][CH:4]=1.[H-].[Na+].[CH2:25](Br)[C:26]1[CH:31]=[CH:30][CH:29]=[CH:28][CH:27]=1. The catalyst is CN(C=O)C. The product is [CH2:25]([O:15][C@H:12]([C@@H:11]([CH2:16][CH2:17][CH:18]([CH3:19])[CH3:20])[C@@H:9]([O:8][CH2:7][C:6]1[CH:5]=[CH:4][C:3]([O:2][CH3:1])=[CH:22][CH:21]=1)[CH3:10])[CH:13]=[CH2:14])[C:26]1[CH:31]=[CH:30][CH:29]=[CH:28][CH:27]=1. The yield is 0.910. (4) The reactants are C([O:3][C:4]([C:6]1[C:7]([C:12]2[CH:17]=[CH:16][CH:15]=[CH:14][CH:13]=2)=[N:8][O:9][C:10]=1[CH3:11])=[O:5])C.[CH:18](=O)[C:19]1[CH:24]=[CH:23][CH:22]=[CH:21][CH:20]=1.[O-]CC.[Na+].Cl. The catalyst is C(O)C. The product is [C:12]1([C:7]2[C:6]([C:4]([OH:3])=[O:5])=[C:10](/[CH:11]=[CH:18]/[C:19]3[CH:24]=[CH:23][CH:22]=[CH:21][CH:20]=3)[O:9][N:8]=2)[CH:13]=[CH:14][CH:15]=[CH:16][CH:17]=1. The yield is 0.710. (5) The reactants are Cl[C:2]1[N:3]=[CH:4][C:5]2[N:6]([CH3:22])[C:7](=[O:21])[C:8]3([CH2:20][CH2:19]3)[CH2:9][N:10]([CH:13]3[CH2:18][CH2:17][CH2:16][CH2:15][CH2:14]3)[C:11]=2[N:12]=1.[NH2:23][C:24]1[C:40]([O:41][CH3:42])=[CH:39][C:27]([C:28]([NH:30][CH:31]2[CH2:36][CH2:35][N:34]([CH2:37][CH3:38])[CH2:33][CH2:32]2)=[O:29])=[C:26]([F:43])[CH:25]=1.O.C1(C)C=CC(S(O)(=O)=O)=CC=1.CO. The catalyst is CC(C)CC(O)C. The product is [CH:13]1([N:10]2[CH2:9][C:8]3([CH2:20][CH2:19]3)[C:7](=[O:21])[N:6]([CH3:22])[C:5]3[CH:4]=[N:3][C:2]([NH:23][C:24]4[C:40]([O:41][CH3:42])=[CH:39][C:27]([C:28]([NH:30][CH:31]5[CH2:36][CH2:35][N:34]([CH2:37][CH3:38])[CH2:33][CH2:32]5)=[O:29])=[C:26]([F:43])[CH:25]=4)=[N:12][C:11]2=3)[CH2:18][CH2:17][CH2:16][CH2:15][CH2:14]1. The yield is 0.490. (6) The reactants are FC(F)(F)C([NH:5][CH2:6][CH2:7][N:8]1[CH2:13][CH2:12][N:11]([C:14]2[C:23]3[C:18](=[CH:19][CH:20]=[C:21]([O:24][CH3:25])[CH:22]=3)[N:17]=[CH:16][CH:15]=2)[CH2:10][CH2:9]1)=O.C([O-])([O-])=O.[K+].[K+].O. The catalyst is CO. The product is [CH3:25][O:24][C:21]1[CH:22]=[C:23]2[C:18](=[CH:19][CH:20]=1)[N:17]=[CH:16][CH:15]=[C:14]2[N:11]1[CH2:10][CH2:9][N:8]([CH2:7][CH2:6][NH2:5])[CH2:13][CH2:12]1. The yield is 0.900. (7) The reactants are [CH:1]1([C:6]([C:8]2[CH:13]=[C:12]([CH3:14])[CH:11]=[CH:10][C:9]=2[NH:15][C:16]([NH:18][C:19]2[S:20][C:21]([CH:24]=O)=[CH:22][N:23]=2)=[O:17])=[O:7])[CH2:5][CH2:4][CH2:3][CH2:2]1.Cl.[CH3:27][O:28][C:29](=[O:32])[CH2:30][NH2:31]. No catalyst specified. The product is [CH3:27][O:28][C:29](=[O:32])[CH2:30][NH:31][CH2:24][C:21]1[S:20][C:19]([NH:18][C:16]([NH:15][C:9]2[CH:10]=[CH:11][C:12]([CH3:14])=[CH:13][C:8]=2[C:6]([CH:1]2[CH2:5][CH2:4][CH2:3][CH2:2]2)=[O:7])=[O:17])=[N:23][CH:22]=1. The yield is 0.450.